From a dataset of Full USPTO retrosynthesis dataset with 1.9M reactions from patents (1976-2016). Predict the reactants needed to synthesize the given product. (1) The reactants are: [CH2:1]([O:3][C:4]1[C:5]([O:19][CH2:20][C:21]2[CH:26]=[CH:25][C:24]([O:27][CH3:28])=[CH:23][CH:22]=2)=[N:6][CH:7]=[C:8](B2OC(C)(C)C(C)(C)O2)[CH:9]=1)[CH3:2].Br[C:30]1[CH:35]=[CH:34][C:33]([CH2:36][C:37]([NH:39][C:40]2[CH:44]=[C:43]([C:45]([CH3:51])([CH3:50])[C:46]([F:49])([F:48])[F:47])[O:42][N:41]=2)=[O:38])=[C:32]([F:52])[CH:31]=1.C([O-])([O-])=O.[Cs+].[Cs+]. Given the product [CH2:1]([O:3][C:4]1[CH:9]=[C:8]([C:30]2[CH:35]=[CH:34][C:33]([CH2:36][C:37]([NH:39][C:40]3[CH:44]=[C:43]([C:45]([CH3:50])([CH3:51])[C:46]([F:49])([F:48])[F:47])[O:42][N:41]=3)=[O:38])=[C:32]([F:52])[CH:31]=2)[CH:7]=[N:6][C:5]=1[O:19][CH2:20][C:21]1[CH:22]=[CH:23][C:24]([O:27][CH3:28])=[CH:25][CH:26]=1)[CH3:2], predict the reactants needed to synthesize it. (2) Given the product [CH:1]1([N:4]([CH:19]2[CH2:24][CH2:23][N:22]([C:26]3[N:31]=[CH:30][C:29]([CH2:32][CH3:33])=[CH:28][N:27]=3)[CH2:21][CH2:20]2)[C:5](=[O:18])[C:6]2[CH:11]=[CH:10][C:9]([C:12]3[O:16][CH:15]=[N:14][CH:13]=3)=[C:8]([F:17])[CH:7]=2)[CH2:2][CH2:3]1, predict the reactants needed to synthesize it. The reactants are: [CH:1]1([N:4]([CH:19]2[CH2:24][CH2:23][NH:22][CH2:21][CH2:20]2)[C:5](=[O:18])[C:6]2[CH:11]=[CH:10][C:9]([C:12]3[O:16][CH:15]=[N:14][CH:13]=3)=[C:8]([F:17])[CH:7]=2)[CH2:3][CH2:2]1.Cl[C:26]1[N:31]=[CH:30][C:29]([CH2:32][CH3:33])=[CH:28][N:27]=1. (3) Given the product [CH2:21]([O:20][C:11]1[CH:12]=[C:13]([C:14]2[CH:19]=[CH:18][CH:17]=[CH:16][CH:15]=2)[C:8]([OH:7])=[C:9]([C:25]2[CH:30]=[CH:29][CH:28]=[CH:27][CH:26]=2)[CH:10]=1)[CH2:22][CH2:23][CH3:24], predict the reactants needed to synthesize it. The reactants are: COCCOC[O:7][C:8]1[C:13]([C:14]2[CH:19]=[CH:18][CH:17]=[CH:16][CH:15]=2)=[CH:12][C:11]([O:20][CH2:21][CH2:22][CH2:23][CH3:24])=[CH:10][C:9]=1[C:25]1[CH:30]=[CH:29][CH:28]=[CH:27][CH:26]=1. (4) Given the product [I:26][CH:13]1[C:12](=[O:16])[NH:11][C:10]2[CH:17]=[CH:18][C:7]([N:6]3[CH2:5][C@H:4]([CH2:19][O:20][C:21](=[O:25])[CH2:22][CH2:23][CH3:24])[O:3][C:2]3=[O:1])=[CH:8][C:9]=2[CH2:15][CH2:14]1, predict the reactants needed to synthesize it. The reactants are: [O:1]=[C:2]1[N:6]([C:7]2[CH:18]=[CH:17][C:10]3[NH:11][C:12](=[O:16])[CH2:13][CH2:14][CH2:15][C:9]=3[CH:8]=2)[CH2:5][C@H:4]([CH2:19][O:20][C:21](=[O:25])[CH2:22][CH2:23][CH3:24])[O:3]1.[I:26][Si](C)(C)C.II.[O-]S([O-])=O.[Na+].[Na+]. (5) Given the product [CH2:37]([N:5]([CH2:1][CH2:2][CH2:3][CH3:4])[C:6]([C:8]1[C:12]([Cl:13])=[C:11]([CH3:14])[N:10]([C:15]2[CH:20]=[CH:19][C:18]([OH:21])=[CH:17][C:16]=2[C:23]([N:25]2[C@H:34]([CH2:35][OH:36])[CH2:33][C:32]3[C:27](=[CH:28][CH:29]=[CH:30][CH:31]=3)[CH2:26]2)=[O:24])[N:9]=1)=[O:7])[CH2:38][CH2:39][CH3:40], predict the reactants needed to synthesize it. The reactants are: [CH2:1]([N:5]([CH2:37][CH2:38][CH2:39][CH3:40])[C:6]([C:8]1[C:12]([Cl:13])=[C:11]([CH3:14])[N:10]([C:15]2[CH:20]=[CH:19][C:18]([O:21]C)=[CH:17][C:16]=2[C:23]([N:25]2[C@H:34]([CH2:35][OH:36])[CH2:33][C:32]3[C:27](=[CH:28][CH:29]=[CH:30][CH:31]=3)[CH2:26]2)=[O:24])[N:9]=1)=[O:7])[CH2:2][CH2:3][CH3:4].[Cl-].[Al+3].[Cl-].[Cl-].C(S)C.ClCCl. (6) Given the product [CH3:3][C:4]1[O:8][C:9]2[C:10]([C:18](=[O:20])[CH:19]=1)=[CH:11][CH:12]=[CH:13][C:14]=2/[CH:15]=[CH:16]/[CH3:17], predict the reactants needed to synthesize it. The reactants are: [H-].[Na+].[CH2:3]1COC[CH2:4]1.[OH:8][C:9]1[C:14](/[CH:15]=[CH:16]/[CH3:17])=[CH:13][CH:12]=[CH:11][C:10]=1[C:18](=[O:20])[CH3:19].C(Cl)(=O)C. (7) Given the product [Br:14][C:11]1[CH:12]=[CH:13][C:8]([NH:7][C:5](=[O:6])[C:4]2[CH:15]=[CH:16][C:17]([O:18][C:19]3[CH:24]=[CH:23][C:22]([OH:25])=[CH:21][CH:20]=3)=[C:2]([NH:1][C:39]3[C:28]4[CH:33]=[CH:32][C:31]([CH3:34])=[N:30][C:29]=4[N:35]=[CH:36][N:37]=3)[CH:3]=2)=[CH:9][CH:10]=1, predict the reactants needed to synthesize it. The reactants are: [NH2:1][C:2]1[CH:3]=[C:4]([CH:15]=[CH:16][C:17]=1[O:18][C:19]1[CH:24]=[CH:23][C:22]([OH:25])=[CH:21][CH:20]=1)[C:5]([NH:7][C:8]1[CH:13]=[CH:12][C:11]([Br:14])=[CH:10][CH:9]=1)=[O:6].C([C:28]1[C:29]([N:35]=[CH:36][N:37]([CH3:39])C)=[N:30][C:31]([CH3:34])=[CH:32][CH:33]=1)#N. (8) Given the product [C:1]([C:4]1[CH:16]=[CH:15][C:7]2[S:8][C:9]([C:11]([OH:13])=[O:12])=[CH:10][C:6]=2[CH:5]=1)(=[O:3])[CH3:2], predict the reactants needed to synthesize it. The reactants are: [C:1]([C:4]1[CH:16]=[CH:15][C:7]2[S:8][C:9]([C:11]([O:13]C)=[O:12])=[CH:10][C:6]=2[CH:5]=1)(=[O:3])[CH3:2].O.[OH-].[Li+].O. (9) Given the product [O:18]=[C:17]1[CH:16]=[N:1][C:2]2[C:14](=[CH:13][CH:12]=[C:4]([O:5][CH2:6][C:7]([O:9][CH2:10][CH3:11])=[O:8])[CH:3]=2)[NH:15]1, predict the reactants needed to synthesize it. The reactants are: [NH2:1][C:2]1[CH:3]=[C:4]([CH:12]=[CH:13][C:14]=1[NH2:15])[O:5][CH2:6][C:7]([O:9][CH2:10][CH3:11])=[O:8].[C:16](OCC)(=O)[CH:17]=[O:18].